From a dataset of Reaction yield outcomes from USPTO patents with 853,638 reactions. Predict the reaction yield, written as a fraction of the theoretical maximum amount of product (1.0 means a 100% yield; for example, 0.34 means a 34% yield). (1) The reactants are C([O:8][C:9]1[C:14]([CH2:15][N:16]2[CH2:25][CH2:24][C:23]3[C:18](=[C:19]([Cl:33])[C:20]([O:26][CH:27]([CH3:32])[C:28]([F:31])([F:30])[F:29])=[CH:21][CH:22]=3)[C:17]2=[O:34])=[C:13]([CH3:35])[CH:12]=[C:11]([CH3:36])[N:10]=1)C1C=CC=CC=1.C(O)(C(F)(F)F)=O. The catalyst is C(Cl)Cl. The product is [Cl:33][C:19]1[C:20]([O:26][CH:27]([CH3:32])[C:28]([F:31])([F:29])[F:30])=[CH:21][CH:22]=[C:23]2[C:18]=1[C:17](=[O:34])[N:16]([CH2:15][C:14]1[C:9](=[O:8])[NH:10][C:11]([CH3:36])=[CH:12][C:13]=1[CH3:35])[CH2:25][CH2:24]2. The yield is 0.340. (2) The reactants are Cl[C:2]1[CH:7]=[CH:6][C:5]([C:8]([NH:10][C:11]2[S:12][C:13]([N:21]3[CH2:26][CH2:25][O:24][CH2:23][CH2:22]3)=[C:14]([C:16]3[O:17][CH:18]=[CH:19][CH:20]=3)[N:15]=2)=[O:9])=[CH:4][N:3]=1.[NH:27]1[CH2:32][CH2:31][O:30][CH2:29][CH2:28]1. The catalyst is O1CCOCC1. The product is [O:17]1[CH:18]=[CH:19][CH:20]=[C:16]1[C:14]1[N:15]=[C:11]([NH:10][C:8]([C:5]2[CH:6]=[CH:7][C:2]([N:27]3[CH2:32][CH2:31][O:30][CH2:29][CH2:28]3)=[N:3][CH:4]=2)=[O:9])[S:12][C:13]=1[N:21]1[CH2:26][CH2:25][O:24][CH2:23][CH2:22]1. The yield is 0.840. (3) The reactants are C([NH:5][S:6]([C:9]1[S:10][C:11]([C:14]2[N:19]=[C:18]([NH:20][C:21]3[CH:25]=[C:24]([CH:26]4[CH2:28][CH2:27]4)[NH:23][N:22]=3)[C:17]([CH:29]=[CH2:30])=[CH:16][N:15]=2)=[CH:12][CH:13]=1)(=[O:8])=[O:7])(C)(C)C.B(Cl)(Cl)Cl.O. The catalyst is C(Cl)Cl. The product is [CH:26]1([C:24]2[NH:23][N:22]=[C:21]([NH:20][C:18]3[C:17]([CH:29]=[CH2:30])=[CH:16][N:15]=[C:14]([C:11]4[S:10][C:9]([S:6]([NH2:5])(=[O:8])=[O:7])=[CH:13][CH:12]=4)[N:19]=3)[CH:25]=2)[CH2:28][CH2:27]1. The yield is 0.900. (4) The reactants are Cl[C:2]([O:4][CH3:5])=[O:3].[NH2:6][C:7]1[CH:8]=[C:9]([CH:13]([C:27]2[CH:32]=[CH:31][C:30]([C:33]([N:35]([CH2:38][CH3:39])[CH2:36][CH3:37])=[O:34])=[CH:29][CH:28]=2)[N:14]2[CH2:19][CH2:18][N:17](C(OC(C)(C)C)=O)[CH2:16][CH2:15]2)[CH:10]=[CH:11][CH:12]=1. The catalyst is C1(C)C=CC=CC=1.[Zn]. The product is [CH2:38]([N:35]([CH2:36][CH3:37])[C:33]([C:30]1[CH:31]=[CH:32][C:27]([C@H:13]([N:14]2[CH2:15][CH2:16][NH:17][CH2:18][CH2:19]2)[C:9]2[CH:8]=[C:7]([NH:6][C:2](=[O:3])[O:4][CH3:5])[CH:12]=[CH:11][CH:10]=2)=[CH:28][CH:29]=1)=[O:34])[CH3:39]. The yield is 0.850.